From a dataset of Forward reaction prediction with 1.9M reactions from USPTO patents (1976-2016). Predict the product of the given reaction. (1) Given the reactants [N:1]1[C:10]2[C:5](=[C:6](B(O)O)[CH:7]=[CH:8][CH:9]=2)[CH:4]=[CH:3][CH:2]=1.[NH2:14][C:15]1[N:20]=[C:19]([NH:21][CH2:22][CH2:23][CH2:24][N:25]2[CH2:29][CH2:28][CH2:27][C:26]2=[O:30])[CH:18]=[C:17](Cl)[N:16]=1, predict the reaction product. The product is: [NH2:14][C:15]1[N:20]=[C:19]([NH:21][CH2:22][CH2:23][CH2:24][N:25]2[CH2:29][CH2:28][CH2:27][C:26]2=[O:30])[CH:18]=[C:17]([C:6]2[CH:7]=[CH:8][CH:9]=[C:10]3[C:5]=2[CH:4]=[CH:3][CH:2]=[N:1]3)[N:16]=1. (2) Given the reactants [CH2:1]1[O:17][C:16]2[C:3](=[CH:4][C:5]3[CH:6]=[C:7]([CH2:20][N:21]4[CH2:28][CH2:27][CH2:26][C@H:22]4[C:23](O)=[O:24])[C:8]4[C:13]([C:14]=3[CH:15]=2)=[CH:12][C:11]([O:18][CH3:19])=[CH:10][CH:9]=4)[O:2]1.N, predict the reaction product. The product is: [CH2:1]1[O:17][C:16]2[C:3](=[CH:4][C:5]3[CH:6]=[C:7]([CH2:20][N:21]4[CH2:28][CH2:27][CH2:26][C@H:22]4[CH2:23][OH:24])[C:8]4[C:13]([C:14]=3[CH:15]=2)=[CH:12][C:11]([O:18][CH3:19])=[CH:10][CH:9]=4)[O:2]1. (3) Given the reactants [Cl:1][C:2]1[CH:3]=[C:4]([CH:32]=[C:33]([CH:35]=O)[CH:34]=1)[CH2:5][N:6]1[C:10]2[CH:11]=[CH:12][C:13]3[N:14]([C:15]([CH3:18])=[N:16][N:17]=3)[C:9]=2[CH:8]=[C:7]1[C:19]([O:21]CC1C=C(C=O)C=C(Cl)C=1)=[O:20].[NH:37]1[CH2:41][CH2:40][CH2:39][CH2:38]1.C(O[BH-](OC(=O)C)OC(=O)C)(=O)C.[Na+].[OH-].[Na+], predict the reaction product. The product is: [Cl:1][C:2]1[CH:3]=[C:4]([CH:32]=[C:33]([CH2:35][N:37]2[CH2:41][CH2:40][CH2:39][CH2:38]2)[CH:34]=1)[CH2:5][N:6]1[C:10]2[CH:11]=[CH:12][C:13]3[N:14]([C:15]([CH3:18])=[N:16][N:17]=3)[C:9]=2[CH:8]=[C:7]1[C:19]([OH:21])=[O:20]. (4) Given the reactants FC(F)(F)S(O[CH2:7][C:8]([F:11])([F:10])[F:9])(=O)=O.C(=O)([O-])[O-].[Cs+].[Cs+].[C:20]12([NH:25][C:26]([C:28]3[CH:29]=[C:30]([C:34]4[CH:35]=[C:36]5[C:47]([C:48]([NH:50][CH3:51])=[O:49])=[C:46]([C:52]6[CH:57]=[CH:56][C:55]([F:58])=[CH:54][CH:53]=6)[O:45][C:37]5=[N:38][C:39]=4[NH:40][S:41]([CH3:44])(=[O:43])=[O:42])[CH:31]=[CH:32][CH:33]=3)=[O:27])[CH2:24][CH:22]([CH2:23]1)[CH2:21]2, predict the reaction product. The product is: [C:20]12([NH:25][C:26]([C:28]3[CH:29]=[C:30]([C:34]4[CH:35]=[C:36]5[C:47]([C:48]([NH:50][CH3:51])=[O:49])=[C:46]([C:52]6[CH:53]=[CH:54][C:55]([F:58])=[CH:56][CH:57]=6)[O:45][C:37]5=[N:38][C:39]=4[N:40]([CH2:7][C:8]([F:9])([F:10])[F:11])[S:41]([CH3:44])(=[O:42])=[O:43])[CH:31]=[CH:32][CH:33]=3)=[O:27])[CH2:23][CH:22]([CH2:24]1)[CH2:21]2. (5) Given the reactants [Cr](Cl)([O-])(=O)=O.[NH+]1C=CC=CC=1.[CH3:12][O:13][C:14]1[CH:19]=[CH:18][C:17]([CH:20]([C:22]2[CH:27]=[CH:26][C:25]([O:28][CH3:29])=[C:24]([O:30][CH3:31])[CH:23]=2)[OH:21])=[CH:16][C:15]=1[N+:32]([O-:34])=[O:33], predict the reaction product. The product is: [CH3:12][O:13][C:14]1[CH:19]=[CH:18][C:17]([C:20]([C:22]2[CH:27]=[CH:26][C:25]([O:28][CH3:29])=[C:24]([O:30][CH3:31])[CH:23]=2)=[O:21])=[CH:16][C:15]=1[N+:32]([O-:34])=[O:33]. (6) Given the reactants [CH3:1][O:2][C:3]1[CH:4]=[C:5](/[CH:9]=[CH:10]/[C:11]([O:13][CH3:14])=[O:12])[CH:6]=[N:7][CH:8]=1, predict the reaction product. The product is: [CH3:1][O:2][C:3]1[CH:4]=[C:5]([CH2:9][CH2:10][C:11]([O:13][CH3:14])=[O:12])[CH:6]=[N:7][CH:8]=1. (7) Given the reactants [Cl:1][C:2]1[C:3]([NH:15][C:16]2[CH:21]=[CH:20][C:19]([Cl:22])=[CH:18][CH:17]=2)=[N:4][CH:5]=[C:6]([C:8]2[NH:9][C:10]([CH3:14])=[C:11]([CH3:13])[N:12]=2)[CH:7]=1.[H-].[Na+].I[CH2:26][CH2:27][CH3:28], predict the reaction product. The product is: [Cl:1][C:2]1[C:3]([NH:15][C:16]2[CH:21]=[CH:20][C:19]([Cl:22])=[CH:18][CH:17]=2)=[N:4][CH:5]=[C:6]([C:8]2[N:12]([CH2:26][CH2:27][CH3:28])[C:11]([CH3:13])=[C:10]([CH3:14])[N:9]=2)[CH:7]=1.